From a dataset of Forward reaction prediction with 1.9M reactions from USPTO patents (1976-2016). Predict the product of the given reaction. (1) The product is: [NH2:41][C:36]1[CH:37]=[CH:38][CH:39]=[CH:40][C:35]=1[NH:34][C:32]([C:31]1[CH:42]=[CH:43][C:28]([CH2:27][NH:26][C:23]([C:19]2[C:20]3[C:15](=[CH:14][C:13]([O:12][C:6]4[C:5]5[C:10](=[CH:11][C:2]([Cl:1])=[CH:3][CH:4]=5)[N:9]=[CH:8][CH:7]=4)=[CH:22][CH:21]=3)[CH:16]=[CH:17][CH:18]=2)=[O:25])=[CH:29][CH:30]=1)=[O:33]. Given the reactants [Cl:1][C:2]1[CH:11]=[C:10]2[C:5]([C:6]([O:12][C:13]3[CH:14]=[C:15]4[C:20](=[CH:21][CH:22]=3)[C:19]([C:23]([OH:25])=O)=[CH:18][CH:17]=[CH:16]4)=[CH:7][CH:8]=[N:9]2)=[CH:4][CH:3]=1.[NH2:26][CH2:27][C:28]1[CH:43]=[CH:42][C:31]([C:32]([NH:34][C:35]2[CH:40]=[CH:39][CH:38]=[CH:37][C:36]=2[NH2:41])=[O:33])=[CH:30][CH:29]=1, predict the reaction product. (2) Given the reactants [N:1]1[C:10]2[C:5](=[CH:6][C:7]([O:11][CH:12]([CH2:16][CH3:17])[C:13]([OH:15])=O)=[CH:8][CH:9]=2)[CH:4]=[CH:3][CH:2]=1.[NH2:18][C:19]([CH3:32])([CH3:31])[C:20]#[C:21][CH2:22][O:23][Si:24]([C:27]([CH3:30])([CH3:29])[CH3:28])([CH3:26])[CH3:25].Cl.CN(C)CCCN=C=NCC.CCCCCC.C(OCC)(=O)C, predict the reaction product. The product is: [N:1]1[C:10]2[C:5](=[CH:6][C:7]([O:11][CH:12]([CH2:16][CH3:17])[C:13]([NH:18][C:19]([CH3:32])([CH3:31])[C:20]#[C:21][CH2:22][O:23][Si:24]([C:27]([CH3:30])([CH3:29])[CH3:28])([CH3:25])[CH3:26])=[O:15])=[CH:8][CH:9]=2)[CH:4]=[CH:3][CH:2]=1.